Dataset: Catalyst prediction with 721,799 reactions and 888 catalyst types from USPTO. Task: Predict which catalyst facilitates the given reaction. (1) Reactant: [CH3:1][O:2][C:3]1[CH:8]=[C:7]([O:9][CH3:10])[CH:6]=[CH:5][C:4]=1[CH2:11][N:12]([O:24][CH2:25][C:26]1[CH:31]=[CH:30][C:29]([O:32][CH3:33])=[CH:28][CH:27]=1)[C:13]([CH2:15][C@@H:16]([CH2:20][CH2:21][CH2:22][CH3:23])[C:17]([OH:19])=O)=[O:14].[Na].[C:35]([C@@H:38]([NH:43][C:44](=[O:55])[C@@H:45]([NH2:54])[CH2:46][C:47]1[CH:52]=[CH:51][CH:50]=[C:49]([Br:53])[CH:48]=1)[CH2:39][CH:40]([CH3:42])[CH3:41])(=[O:37])[NH2:36].CCN=C=NCCCN(C)C.Cl.C1C=CC2N(O)N=NC=2C=1.CCN(C(C)C)C(C)C. Product: [C:35]([C@@H:38]([NH:43][C:44]([C@@H:45]([NH:54][C:17](=[O:19])[C@H:16]([CH2:20][CH2:21][CH2:22][CH3:23])[CH2:15][C:13]([N:12]([CH2:11][C:4]1[CH:5]=[CH:6][C:7]([O:9][CH3:10])=[CH:8][C:3]=1[O:2][CH3:1])[O:24][CH2:25][C:26]1[CH:31]=[CH:30][C:29]([O:32][CH3:33])=[CH:28][CH:27]=1)=[O:14])[CH2:46][C:47]1[CH:52]=[CH:51][CH:50]=[C:49]([Br:53])[CH:48]=1)=[O:55])[CH2:39][CH:40]([CH3:41])[CH3:42])(=[O:37])[NH2:36]. The catalyst class is: 3. (2) Reactant: [C:1]([O:5][C:6]([NH:8][C@@H:9]([C@H:21]([CH3:29])[CH2:22][CH:23]([CH3:28])[CH2:24][CH2:25][CH:26]=[CH2:27])[C:10]([N:12]1[CH2:16][C@H:15]([OH:17])[CH2:14][C@H:13]1[C:18](O)=[O:19])=[O:11])=[O:7])([CH3:4])([CH3:3])[CH3:2].C1(C)C=CC(S(O)(=O)=O)=CC=1.[NH2:41][C@:42]1([C:47]([NH:49][S:50]([CH:53]2[CH2:55][CH2:54]2)(=[O:52])=[O:51])=[O:48])[CH2:44][C@H:43]1[CH:45]=[CH2:46].C(N(CC)C(C)C)(C)C.CN(C(ON1N=NC2C=CC=NC1=2)=[N+](C)C)C.F[P-](F)(F)(F)(F)F. Product: [CH:53]1([S:50]([NH:49][C:47]([C@@:42]2([NH:41][C:18]([C@@H:13]3[CH2:14][C@@H:15]([OH:17])[CH2:16][N:12]3[C:10](=[O:11])[C@@H:9]([NH:8][C:6](=[O:7])[O:5][C:1]([CH3:2])([CH3:4])[CH3:3])[C@H:21]([CH3:29])[CH2:22][CH:23]([CH3:28])[CH2:24][CH2:25][CH:26]=[CH2:27])=[O:19])[CH2:44][C@H:43]2[CH:45]=[CH2:46])=[O:48])(=[O:52])=[O:51])[CH2:55][CH2:54]1. The catalyst class is: 2. (3) The catalyst class is: 28. Product: [C:1]([C:5]1[S:6][C:7]2[CH:13]=[C:12]([Cl:14])[CH:11]=[C:10]([CH2:15][OH:16])[C:8]=2[N:9]=1)([CH3:4])([CH3:2])[CH3:3]. Reactant: [C:1]([C:5]1[S:6][C:7]2[C:8](=[C:10]([C:15](OC)=[O:16])[CH:11]=[C:12]([Cl:14])[CH:13]=2)[N:9]=1)([CH3:4])([CH3:3])[CH3:2].[H-].[H-].[H-].[H-].[Li+].[Al+3]. (4) Reactant: [BH4-].[Na+].[CH3:3][N:4]1[C:13]2[C:8](=[CH:9][CH:10]=[CH:11][CH:12]=2)[C:7](=[O:14])[C:6]([CH3:16])([CH3:15])[C:5]1=[O:17].Cl. Product: [OH:14][CH:7]1[C:8]2[C:13](=[CH:12][CH:11]=[CH:10][CH:9]=2)[N:4]([CH3:3])[C:5](=[O:17])[C:6]1([CH3:16])[CH3:15]. The catalyst class is: 14. (5) Reactant: [S:1]1[C:5]2[CH:6]=[CH:7][CH:8]=[CH:9][C:4]=2[C:3]([C:10]2[CH:11]=[C:12]([CH2:16][OH:17])[CH:13]=[CH:14][CH:15]=2)=[CH:2]1.O[C:19]1[CH:24]=[CH:23][C:22]([CH2:25][CH2:26][C:27]([O:29][CH3:30])=[O:28])=[CH:21][CH:20]=1.C(P(CCCC)CCCC)CCC.N(C(N1CCCCC1)=O)=NC(N1CCCCC1)=O. Product: [S:1]1[C:5]2[CH:6]=[CH:7][CH:8]=[CH:9][C:4]=2[C:3]([C:10]2[CH:11]=[C:12]([CH:13]=[CH:14][CH:15]=2)[CH2:16][O:17][C:19]2[CH:24]=[CH:23][C:22]([CH2:25][CH2:26][C:27]([O:29][CH3:30])=[O:28])=[CH:21][CH:20]=2)=[CH:2]1. The catalyst class is: 305. (6) Reactant: [ClH:1].[CH3:2][C:3]1[CH:8]=[CH:7][CH:6]=[CH:5][C:4]=1[NH:9][C:10]([C:12]1[CH:16]=[CH:15][S:14][C:13]=1[NH:17]C(=O)OC(C)(C)C)=[O:11].CCOCC. Product: [ClH:1].[NH2:17][C:13]1[S:14][CH:15]=[CH:16][C:12]=1[C:10]([NH:9][C:4]1[CH:5]=[CH:6][CH:7]=[CH:8][C:3]=1[CH3:2])=[O:11]. The catalyst class is: 12. (7) The catalyst class is: 610. Product: [CH2:23]([OH:30])[C:24]([NH2:29])([CH2:27][OH:28])[CH2:25][OH:26].[NH2:29][CH2:24][C:25]([OH:3])=[O:26].[S:5]([O-:21])([O:8][CH2:9][CH2:10][CH2:11][CH2:12][CH2:13][CH2:14][CH2:15][CH2:16][CH2:17][CH2:18][CH2:19][CH3:20])(=[O:6])=[O:7].[Na+:22]. Reactant: NC(N)=[O:3].[S:5]([O-:21])([O:8][CH2:9][CH2:10][CH2:11][CH2:12][CH2:13][CH2:14][CH2:15][CH2:16][CH2:17][CH2:18][CH2:19][CH3:20])(=[O:7])=[O:6].[Na+:22].[CH2:23]([OH:30])[C:24]([NH2:29])([CH2:27][OH:28])[CH2:25][OH:26]. (8) Reactant: [CH3:1][O:2][C:3]1[CH:8]=[CH:7][C:6]([CH:9]=[CH:10][C:11]([O:13][CH2:14][CH3:15])=[O:12])=[CH:5][CH:4]=1.C1CCN2C(=NCCC2)CC1.[N+:27]([CH3:30])([O-:29])=[O:28]. Product: [CH3:1][O:2][C:3]1[CH:4]=[CH:5][C:6]([CH:9]([CH2:30][N+:27]([O-:29])=[O:28])[CH2:10][C:11]([O:13][CH2:14][CH3:15])=[O:12])=[CH:7][CH:8]=1. The catalyst class is: 6. (9) Reactant: [H-].C([Al+]CC(C)C)C(C)C.[F:11][C:12]([F:26])([F:25])[C:13]1[CH:18]=[CH:17][CH:16]=[CH:15][C:14]=1[C:19]1([C:23]#N)[CH2:22][CH2:21][CH2:20]1.S(=O)(=O)(O)[OH:28]. Product: [F:11][C:12]([F:26])([F:25])[C:13]1[CH:18]=[CH:17][CH:16]=[CH:15][C:14]=1[C:19]1([CH:23]=[O:28])[CH2:22][CH2:21][CH2:20]1. The catalyst class is: 11. (10) Reactant: C(OC([N:8]1[CH2:13][CH2:12][CH:11]([NH:14][C:15]2[O:16][C:17]3[CH:23]=[CH:22][C:21]([C:24]#[N:25])=[CH:20][C:18]=3[N:19]=2)[CH2:10][CH2:9]1)=O)(C)(C)C.FC(F)(F)C(O)=O. Product: [NH:8]1[CH2:9][CH2:10][CH:11]([NH:14][C:15]2[O:16][C:17]3[CH:23]=[CH:22][C:21]([C:24]#[N:25])=[CH:20][C:18]=3[N:19]=2)[CH2:12][CH2:13]1. The catalyst class is: 4.